Regression. Given a peptide amino acid sequence and an MHC pseudo amino acid sequence, predict their binding affinity value. This is MHC class II binding data. From a dataset of Peptide-MHC class II binding affinity with 134,281 pairs from IEDB. (1) The peptide sequence is YDPFLANVSTVLTGK. The MHC is DRB1_1001 with pseudo-sequence DRB1_1001. The binding affinity (normalized) is 0.713. (2) The peptide sequence is KVKSLKLLNTRRRQL. The MHC is DRB1_0701 with pseudo-sequence DRB1_0701. The binding affinity (normalized) is 0.537. (3) The peptide sequence is NNRIWLQFAKLTGFT. The MHC is DRB3_0202 with pseudo-sequence DRB3_0202. The binding affinity (normalized) is 0.194.